Dataset: Forward reaction prediction with 1.9M reactions from USPTO patents (1976-2016). Task: Predict the product of the given reaction. (1) Given the reactants C[O:2][C:3](=[O:28])[CH2:4][C@@H:5]1[CH2:9][S:8][C:7]([C:10]2[CH:11]=[C:12]3[C:16](=[C:17]([N+:19]([O-])=O)[CH:18]=2)[NH:15][C:14]([C:22]2[CH:27]=[CH:26][CH:25]=[CH:24][CH:23]=2)=[CH:13]3)=[N:6]1.[C:29]1(=O)[CH2:33][CH2:32][CH2:31][CH2:30]1, predict the reaction product. The product is: [CH:29]1([NH:19][C:17]2[CH:18]=[C:10]([C:7]3[S:8][CH2:9][C@@H:5]([CH2:4][C:3]([OH:2])=[O:28])[N:6]=3)[CH:11]=[C:12]3[C:16]=2[NH:15][C:14]([C:22]2[CH:23]=[CH:24][CH:25]=[CH:26][CH:27]=2)=[CH:13]3)[CH2:33][CH2:32][CH2:31][CH2:30]1. (2) Given the reactants Cl[CH:2]([C:31]1[C:32]([CH3:37])=[N:33][O:34][C:35]=1[CH3:36])[C:3]1[O:4][C:5]2[CH:11]=[CH:10][C:9]([CH2:12][C:13]([NH:15][CH:16]([C:23]3[CH:28]=[CH:27][C:26]([CH3:29])=[CH:25][C:24]=3[CH3:30])[C:17]3[CH:22]=[CH:21][CH:20]=[CH:19][CH:18]=3)=[O:14])=[CH:8][C:6]=2[CH:7]=1.Cl.[NH:39]1[CH2:42][CH:41]([C:43]([O:45][CH3:46])=[O:44])[CH2:40]1.C([O-])([O-])=O.[K+].[K+].O, predict the reaction product. The product is: [CH3:37][C:32]1[C:31]([CH:2]([C:3]2[O:4][C:5]3[CH:11]=[CH:10][C:9]([CH2:12][C:13]([NH:15][CH:16]([C:23]4[CH:28]=[CH:27][C:26]([CH3:29])=[CH:25][C:24]=4[CH3:30])[C:17]4[CH:18]=[CH:19][CH:20]=[CH:21][CH:22]=4)=[O:14])=[CH:8][C:6]=3[CH:7]=2)[N:39]2[CH2:42][CH:41]([C:43]([O:45][CH3:46])=[O:44])[CH2:40]2)=[C:35]([CH3:36])[O:34][N:33]=1. (3) Given the reactants C([Li])(C)(C)C.Br[C:7]1[CH:12]=[CH:11][C:10]([Br:13])=[CH:9][CH:8]=1.[Cu](C#N)C#N.[C:19]([O:24][CH3:25])(=[O:23])[C@H:20]1[O:22][CH2:21]1.[Cl-].[NH4+], predict the reaction product. The product is: [Br:13][C:10]1[CH:11]=[CH:12][C:7]([CH2:21][C@H:20]([OH:22])[C:19]([O:24][CH3:25])=[O:23])=[CH:8][CH:9]=1. (4) Given the reactants C[Al](C)C.[Cl:5][C:6]1[CH:12]=[CH:11][C:9]([NH2:10])=[CH:8][CH:7]=1.[NH2:13][C:14]1[N:18]([CH3:19])[CH:17]=[N:16][C:15]=1[C:20](OCC)=[O:21].[Cl-].[NH4+], predict the reaction product. The product is: [NH2:13][C:14]1[N:18]([CH3:19])[CH:17]=[N:16][C:15]=1[C:20]([NH:10][C:9]1[CH:11]=[CH:12][C:6]([Cl:5])=[CH:7][CH:8]=1)=[O:21]. (5) Given the reactants [ClH:1].[OH:2][CH:3]([CH2:18][O:19][C:20]1[CH:25]=[CH:24][CH:23]=[C:22](C(F)(F)F)[CH:21]=1)[CH2:4][NH:5][C:6]([CH3:17])([CH3:16])[CH2:7][C:8]1[CH:13]=[CH:12][C:11]([O:14][CH3:15])=[CH:10][CH:9]=1.Cl.OC(COC1C=CC(OC)=CC=1)[CH2:33][NH:34]C(C)(C)CC1C=CC(OC)=CC=1.Cl.OC(COC1C=CC=CC=1C)CNC(C)(C)CC1C=CC(OC)=CC=1, predict the reaction product. The product is: [ClH:1].[OH:2][CH:3]([CH2:18][O:19][C:20]1[CH:25]=[CH:24][C:23]([C:33]#[N:34])=[CH:22][CH:21]=1)[CH2:4][NH:5][C:6]([CH3:17])([CH3:16])[CH2:7][C:8]1[CH:13]=[CH:12][C:11]([O:14][CH3:15])=[CH:10][CH:9]=1. (6) Given the reactants Br[C:2]1[C:7]2[CH2:8][CH2:9][O:10][C:6]=2[C:5]([NH2:11])=[CH:4][C:3]=1[CH3:12].[N:13]1[CH:18]=[CH:17][C:16](B(O)O)=[CH:15][CH:14]=1.C([O-])([O-])=O.[Cs+].[Cs+].O, predict the reaction product. The product is: [CH3:12][C:3]1[CH:4]=[C:5]([NH2:11])[C:6]2[O:10][CH2:9][CH2:8][C:7]=2[C:2]=1[C:16]1[CH:17]=[CH:18][N:13]=[CH:14][CH:15]=1. (7) Given the reactants [OH-].[Na+].[F:3][C:4]1([F:16])[O:8][C:7]2[CH:9]=[CH:10][C:11]([CH2:13][C:14]#[N:15])=[CH:12][C:6]=2[O:5]1.Br[CH2:18][CH2:19]Cl, predict the reaction product. The product is: [F:16][C:4]1([F:3])[O:8][C:7]2[CH:9]=[CH:10][C:11]([C:13]3([C:14]#[N:15])[CH2:19][CH2:18]3)=[CH:12][C:6]=2[O:5]1.